This data is from Reaction yield outcomes from USPTO patents with 853,638 reactions. The task is: Predict the reaction yield, written as a fraction of the theoretical maximum amount of product (1.0 means a 100% yield; for example, 0.34 means a 34% yield). (1) The reactants are [F:1][C:2]1[CH:3]=[C:4]([C:8]2[C:12]([C:13]3[N:14]=[CH:15][NH:16][CH:17]=3)=[C:11]([C:18]([F:21])([F:20])[F:19])[O:10][N:9]=2)[CH:5]=[CH:6][CH:7]=1.Cl[C:23]1[CH:32]=[CH:31][C:26]([C:27]([O:29][CH3:30])=[O:28])=[CH:25][N:24]=1. No catalyst specified. The product is [CH3:30][O:29][C:27](=[O:28])[C:26]1[CH:31]=[CH:32][C:23]([N:16]2[CH:17]=[C:13]([C:12]3[C:8]([C:4]4[CH:5]=[CH:6][CH:7]=[C:2]([F:1])[CH:3]=4)=[N:9][O:10][C:11]=3[C:18]([F:21])([F:19])[F:20])[N:14]=[CH:15]2)=[N:24][CH:25]=1. The yield is 0.680. (2) The yield is 0.900. The product is [S:7]([O:12][CH:13]1[CH2:16][CH:15]([C:17]([O:19][C:20]([CH3:23])([CH3:22])[CH3:21])=[O:18])[CH2:14]1)([C:4]1[CH:5]=[CH:6][C:1]([CH3:11])=[CH:2][CH:3]=1)(=[O:9])=[O:8]. The reactants are [C:1]1([CH3:11])[CH:6]=[CH:5][C:4]([S:7](Cl)(=[O:9])=[O:8])=[CH:3][CH:2]=1.[OH:12][CH:13]1[CH2:16][CH:15]([C:17]([O:19][C:20]([CH3:23])([CH3:22])[CH3:21])=[O:18])[CH2:14]1. The catalyst is N1C=CC=CC=1.C(Cl)Cl. (3) The reactants are CN1CCOCC1.CCN=C=NCCCN(C)C.[Cl:19][C:20]1[CH:21]=[C:22]([CH:26]=[CH:27][CH:28]=1)[C:23]([OH:25])=O.Cl.[CH3:30][O:31][C:32](=[O:37])[C@H:33]([CH2:35][OH:36])[NH2:34].C1C=CC2N(O)N=NC=2C=1. The catalyst is CN(C=O)C.C(OCC)(=O)C. The product is [Cl:19][C:20]1[CH:21]=[C:22]([CH:26]=[CH:27][CH:28]=1)[C:23]([NH:34][CH:33]([CH2:35][OH:36])[C:32]([O:31][CH3:30])=[O:37])=[O:25]. The yield is 0.930.